Dataset: Forward reaction prediction with 1.9M reactions from USPTO patents (1976-2016). Task: Predict the product of the given reaction. (1) Given the reactants [CH3:1][C:2]1[CH:7]=[CH:6][C:5]([S:8]([O:11][CH2:12][CH:13]2[CH2:17][C:16]3[CH:18]=[CH:19][CH:20]=[C:21]([O:22]C)[C:15]=3[O:14]2)(=[O:10])=[O:9])=[CH:4][CH:3]=1.Br, predict the reaction product. The product is: [CH3:1][C:2]1[CH:3]=[CH:4][C:5]([S:8]([O:11][CH2:12][CH:13]2[CH2:17][C:16]3[CH:18]=[CH:19][CH:20]=[C:21]([OH:22])[C:15]=3[O:14]2)(=[O:10])=[O:9])=[CH:6][CH:7]=1. (2) Given the reactants [NH:1]1[C:9]2[C:4](=[CH:5][CH:6]=[CH:7][CH:8]=2)[C:3]([C:10]([OH:12])=O)=[N:2]1.[NH2:13][C:14]1[CH:19]=[CH:18][C:17]([N:20]2[CH2:24][CH2:23][CH2:22][C:21]2=[O:25])=[CH:16][CH:15]=1.C1N(P(Cl)(N2C(=O)OCC2)=O)C(=O)OC1.O, predict the reaction product. The product is: [O:25]=[C:21]1[CH2:22][CH2:23][CH2:24][N:20]1[C:17]1[CH:18]=[CH:19][C:14]([NH:13][C:10]([C:3]2[C:4]3[C:9](=[CH:8][CH:7]=[CH:6][CH:5]=3)[NH:1][N:2]=2)=[O:12])=[CH:15][CH:16]=1. (3) The product is: [NH2:12][C:8]1[CH:7]=[C:6]([CH:11]=[CH:10][CH:9]=1)[C:5]([NH:4][CH3:3])=[O:15]. Given the reactants [Cl-].[NH4+].[CH3:3][NH:4][C:5](=[O:15])[C:6]1[CH:11]=[CH:10][CH:9]=[C:8]([N+:12]([O-])=O)[CH:7]=1.CO, predict the reaction product. (4) Given the reactants [Cl:1][C:2]1[CH:3]=[C:4]2[C:9](=[CH:10][CH:11]=1)[N:8]=[C:7]([O:12][CH3:13])[C:6]([NH:14][C:15](=[O:19])OCC)=[N:5]2.[CH3:20][O:21][C:22]1[CH:23]=[C:24]([N:30]2[CH2:35][CH2:34][NH:33][CH2:32][CH2:31]2)[CH:25]=[C:26]([O:28][CH3:29])[CH:27]=1, predict the reaction product. The product is: [Cl:1][C:2]1[CH:3]=[C:4]2[C:9](=[CH:10][CH:11]=1)[N:8]=[C:7]([O:12][CH3:13])[C:6]([NH:14][C:15]([N:33]1[CH2:32][CH2:31][N:30]([C:24]3[CH:23]=[C:22]([O:21][CH3:20])[CH:27]=[C:26]([O:28][CH3:29])[CH:25]=3)[CH2:35][CH2:34]1)=[O:19])=[N:5]2. (5) Given the reactants [S:1]([O-:5])([O-:4])(=[O:3])=[O:2].[Na+].[Na+].[S:8]([O-])([O-:11])(=[O:10])=[O:9].[Al+3].[S:8]([O-])([O-:11])(=[O:10])=[O:9].[S:8]([O-])([O-:11])(=[O:10])=[O:9].[Al+3].S(=O)(=O)=O, predict the reaction product. The product is: [OH:4][S:1]([OH:5])(=[O:3])=[O:2].[O:9]=[S:8](=[O:11])=[O:10]. (6) Given the reactants [N+:1]([O-:4])(O)=[O:2].[CH3:5][C:6]1[CH:11]=[CH:10][CH:9]=[C:8]([CH3:12])[C:7]=1[Br:13], predict the reaction product. The product is: [Br:13][C:7]1[C:6]([CH3:5])=[C:11]([N+:1]([O-:4])=[O:2])[CH:10]=[CH:9][C:8]=1[CH3:12]. (7) Given the reactants [O:1]1[CH2:6][CH2:5][N:4]([CH2:7][CH2:8][NH:9][C:10]2[CH:11]=[C:12]3[C:17](=[CH:18][N:19]=2)[N:16]=[CH:15][C:14]([C:20]#[N:21])=[C:13]3[NH:22][C:23]2[CH:28]=[CH:27][CH:26]=[C:25]([N+:29]([O-])=O)[CH:24]=2)[CH2:3][CH2:2]1.O.O.Cl[Sn]Cl.O.C(=O)(O)[O-].[Na+], predict the reaction product. The product is: [NH2:29][C:25]1[CH:24]=[C:23]([NH:22][C:13]2[C:12]3[C:17](=[CH:18][N:19]=[C:10]([NH:9][CH2:8][CH2:7][N:4]4[CH2:5][CH2:6][O:1][CH2:2][CH2:3]4)[CH:11]=3)[N:16]=[CH:15][C:14]=2[C:20]#[N:21])[CH:28]=[CH:27][CH:26]=1. (8) Given the reactants [Cl:1][C:2]1[CH:7]=[CH:6][C:5]([CH:8]([C:32]2[CH:37]=[CH:36][C:35]([Cl:38])=[CH:34][CH:33]=2)[C:9]2[CH:10]=[C:11]3[C:16](=[CH:17][CH:18]=2)[N:15]=[N:14][CH:13]=[C:12]3[NH:19][CH2:20][CH2:21][C:22]2[CH:31]=[CH:30][C:25]([C:26]([O:28]C)=[O:27])=[CH:24][CH:23]=2)=[CH:4][CH:3]=1.[OH-].[Na+], predict the reaction product. The product is: [Cl:38][C:35]1[CH:36]=[CH:37][C:32]([CH:8]([C:5]2[CH:4]=[CH:3][C:2]([Cl:1])=[CH:7][CH:6]=2)[C:9]2[CH:10]=[C:11]3[C:16](=[CH:17][CH:18]=2)[N:15]=[N:14][CH:13]=[C:12]3[NH:19][CH2:20][CH2:21][C:22]2[CH:31]=[CH:30][C:25]([C:26]([OH:28])=[O:27])=[CH:24][CH:23]=2)=[CH:33][CH:34]=1.